This data is from Full USPTO retrosynthesis dataset with 1.9M reactions from patents (1976-2016). The task is: Predict the reactants needed to synthesize the given product. (1) Given the product [Br:1][C:2]1[CH:3]=[CH:4][C:5]2[C:11](=[O:12])/[C:10](=[CH:22]/[N:23]([CH3:25])[CH3:24])/[CH2:9][CH2:8][O:7][C:6]=2[CH:13]=1, predict the reactants needed to synthesize it. The reactants are: [Br:1][C:2]1[CH:3]=[CH:4][C:5]2[C:11](=[O:12])[CH2:10][CH2:9][CH2:8][O:7][C:6]=2[CH:13]=1.C1CCCCC1.CO[CH:22](OC)[N:23]([CH3:25])[CH3:24]. (2) Given the product [CH3:33][C:2]([CH3:1])([CH2:3][NH2:4])[C:15]#[C:16][CH:17]=[CH:18][CH2:19][NH:20][C@@H:21]([C:23]1[C:32]2[C:27](=[CH:28][CH:29]=[CH:30][CH:31]=2)[CH:26]=[CH:25][CH:24]=1)[CH3:22], predict the reactants needed to synthesize it. The reactants are: [CH3:1][C:2]([CH3:33])([C:15]#[C:16][CH:17]=[CH:18][CH2:19][NH:20][C@@H:21]([C:23]1[C:32]2[C:27](=[CH:28][CH:29]=[CH:30][CH:31]=2)[CH:26]=[CH:25][CH:24]=1)[CH3:22])[CH2:3][N:4]1C(=O)C2C(=CC=CC=2)C1=O.O.NN. (3) Given the product [F:1][C:2]1[C:7]2[CH:8]([CH2:11][C:12]([OH:14])=[O:13])[CH2:9][O:10][C:6]=2[CH:5]=[C:4]([OH:16])[CH:3]=1, predict the reactants needed to synthesize it. The reactants are: [F:1][C:2]1[C:7]2[CH:8]([CH2:11][C:12]([O:14]C)=[O:13])[CH2:9][O:10][C:6]=2[CH:5]=[C:4]([OH:16])[CH:3]=1.[OH-].[Na+].Cl. (4) Given the product [F:1][C:2]1[CH:7]=[CH:6][C:5]([N:8]([CH3:22])[S:9]([C:12]2[S:13][CH:14]=[CH:15][CH:16]=2)(=[O:11])=[O:10])=[CH:4][C:3]=1[N+:17]([O-:19])=[O:18], predict the reactants needed to synthesize it. The reactants are: [F:1][C:2]1[CH:7]=[CH:6][C:5]([NH:8][S:9]([C:12]2[S:13][CH:14]=[CH:15][CH:16]=2)(=[O:11])=[O:10])=[CH:4][C:3]=1[N+:17]([O-:19])=[O:18].[H-].[Na+].[CH3:22]I. (5) Given the product [CH3:1][C:2]1[N:3]=[C:4]2[C:9]([CH3:10])=[CH:8][C:7]([C:11]3[CH:16]=[CH:15][CH:14]=[CH:13][C:12]=3[C:17]([F:20])([F:18])[F:19])=[N:6][N:5]2[C:21]=1[C:22]([NH:39][C:38]1[N:41]=[N:40][CH:35]=[CH:36][CH:37]=1)=[O:23], predict the reactants needed to synthesize it. The reactants are: [CH3:1][C:2]1[N:3]=[C:4]2[C:9]([CH3:10])=[CH:8][C:7]([C:11]3[CH:16]=[CH:15][CH:14]=[CH:13][C:12]=3[C:17]([F:20])([F:19])[F:18])=[N:6][N:5]2[C:21]=1[C:22](O)=[O:23].CN(C(ON1[N:41]=[N:40][C:35]2[CH:36]=[CH:37][CH:38]=[N:39]C1=2)=[N+](C)C)C.F[P-](F)(F)(F)(F)F.C(N(C(C)C)CC)(C)C.Cl.NC1N=NC=CC=1.C([O-])(O)=O.[Na+]. (6) Given the product [C:22]([C:12]1[CH:11]=[CH:10][C:9]2[NH:8][C:7]3[CH:6]=[CH:5][C:4]4[C:3](=[O:17])[CH2:2][CH2:1][C:16]=4[C:15]=3[C:14]=2[CH:13]=1)(=[O:23])[CH3:24], predict the reactants needed to synthesize it. The reactants are: [CH2:1]1[C:16]2[C:15]3[C:14]4[CH:13]=[CH:12][CH:11]=[CH:10][C:9]=4[NH:8][C:7]=3[CH:6]=[CH:5][C:4]=2[C:3](=[O:17])[CH2:2]1.[Al+3].[Cl-].[Cl-].[Cl-].[C:22](Cl)([CH3:24])=[O:23]. (7) Given the product [CH3:17][N:11]1[C:10]2[CH:9]=[CH:8][CH:7]=[C:6]([N+:3]([O-:5])=[O:4])[C:15]=2[O:14][CH2:13][C:12]1=[O:16], predict the reactants needed to synthesize it. The reactants are: [H-].[Na+].[N+:3]([C:6]1[C:15]2[O:14][CH2:13][C:12](=[O:16])[NH:11][C:10]=2[CH:9]=[CH:8][CH:7]=1)([O-:5])=[O:4].[CH3:17]I.O.